Predict the product of the given reaction. From a dataset of Forward reaction prediction with 1.9M reactions from USPTO patents (1976-2016). (1) Given the reactants [F:1][C:2]([F:33])([F:32])[C:3]1[CH:27]=[C:26]([C:28]([F:31])([F:30])[F:29])[CH:25]=[CH:24][C:4]=1[CH2:5][N:6]1[C:14]2[C:9](=[CH:10][C:11]([CH:15]=[C:16]3[S:20][C:19](SC)=[N:18][C:17]3=[O:23])=[CH:12][CH:13]=2)[CH:8]=[N:7]1.[CH2:34]([N:36]1[CH2:41][CH2:40][NH:39][CH2:38][CH2:37]1)[CH3:35], predict the reaction product. The product is: [F:1][C:2]([F:32])([F:33])[C:3]1[CH:27]=[C:26]([C:28]([F:31])([F:29])[F:30])[CH:25]=[CH:24][C:4]=1[CH2:5][N:6]1[C:14]2[C:9](=[CH:10][C:11]([CH:15]=[C:16]3[S:20][C:19]([N:39]4[CH2:40][CH2:41][N:36]([CH2:34][CH3:35])[CH2:37][CH2:38]4)=[N:18][C:17]3=[O:23])=[CH:12][CH:13]=2)[CH:8]=[N:7]1. (2) Given the reactants [F:1][C:2]1[CH:7]=[CH:6][C:5]([C:8]([NH:10][C@H:11]([C:18]([N:20]2[CH2:25][CH2:24][N:23]([S:26]([CH3:29])(=[O:28])=[O:27])[CH2:22][CH2:21]2)=[O:19])[CH2:12][CH2:13][C:14]([O:16]C)=[O:15])=[O:9])=[CH:4][CH:3]=1.CO.[OH-].[Li+].Cl, predict the reaction product. The product is: [F:1][C:2]1[CH:3]=[CH:4][C:5]([C:8]([NH:10][C@H:11]([C:18]([N:20]2[CH2:21][CH2:22][N:23]([S:26]([CH3:29])(=[O:27])=[O:28])[CH2:24][CH2:25]2)=[O:19])[CH2:12][CH2:13][C:14]([OH:16])=[O:15])=[O:9])=[CH:6][CH:7]=1.